Predict the reactants needed to synthesize the given product. From a dataset of Full USPTO retrosynthesis dataset with 1.9M reactions from patents (1976-2016). (1) The reactants are: C[O:2][C:3](=[O:16])[CH2:4][O:5][C:6]1[CH:14]=[CH:13][C:12]([SH:15])=[C:11]2[C:7]=1[CH2:8][CH2:9][CH2:10]2.Cl[CH2:18][C:19]1(F)[CH:24]=[CH:23][C:22]([O:25][CH2:26][C:27]2[CH:32]=[CH:31][CH:30]=[CH:29][CH:28]=2)=[CH:21][CH2:20]1.OCC1C=CC(O)=CC=1.BrCC1C=C[C:48]([F:51])=CC=1.ClCC1(C(F)(F)F)C=CC(OCC2C=CC=CC=2)=CC1. Given the product [F:51][CH2:48][C:30]1[CH:31]=[CH:32][C:27]([CH2:26][O:25][C:22]2[CH:23]=[CH:24][C:19]([CH2:18][S:15][C:12]3[CH:13]=[CH:14][C:6]([O:5][CH2:4][C:3]([OH:2])=[O:16])=[C:7]4[C:11]=3[CH2:10][CH2:9][CH2:8]4)=[CH:20][CH:21]=2)=[CH:28][CH:29]=1, predict the reactants needed to synthesize it. (2) Given the product [CH3:18][O:19][N:20]=[C:9]([C:4]1[CH:5]=[CH:6][C:7]([Cl:8])=[C:2]([Cl:1])[CH:3]=1)[CH2:10][CH2:11][CH2:12][CH2:13][O:14][CH3:15], predict the reactants needed to synthesize it. The reactants are: [Cl:1][C:2]1[CH:3]=[C:4]([C:9](=O)[CH2:10][CH2:11][CH2:12][CH2:13][O:14][CH3:15])[CH:5]=[CH:6][C:7]=1[Cl:8].Cl.[CH3:18][O:19][NH2:20].N1C=CC=CC=1.O. (3) Given the product [F:1][C:2]1[C:3]2[CH2:14][CH2:13][CH:12]([CH2:15][CH2:16][NH:17][C:18](=[O:20])[CH3:19])[C:4]=2[C:5]2[C:9]([CH:10]=1)=[N:8][N:7]([CH3:11])[CH:6]=2, predict the reactants needed to synthesize it. The reactants are: [F:1][C:2]1[C:3]2[CH2:14][CH2:13][C:12](=[CH:15][CH2:16][NH:17][C:18](=[O:20])[CH3:19])[C:4]=2[C:5]2[C:9]([CH:10]=1)=[N:8][N:7]([CH3:11])[CH:6]=2. (4) Given the product [CH3:20][O:21][CH2:22][CH2:23][NH:24][S:16]([C:14]1[S:15][C:11]([C:5]2[CH:4]=[C:3]([CH2:1][CH3:2])[C:8](=[O:9])[NH:7][C:6]=2[CH3:10])=[CH:12][CH:13]=1)(=[O:18])=[O:17], predict the reactants needed to synthesize it. The reactants are: [CH2:1]([C:3]1[C:8](=[O:9])[NH:7][C:6]([CH3:10])=[C:5]([C:11]2[S:15][C:14]([S:16](Cl)(=[O:18])=[O:17])=[CH:13][CH:12]=2)[CH:4]=1)[CH3:2].[CH3:20][O:21][CH2:22][CH2:23][NH-:24]. (5) Given the product [F:14][C:9]1([F:15])[CH2:8][N:7]([CH:16]([CH3:18])[CH3:17])[C:6]2[N:19]=[C:2]([NH:20][C:21]3[CH:36]=[CH:35][C:24]([C:25]([NH:27][CH:28]4[CH2:29][CH2:30][N:31]([CH3:34])[CH2:32][CH2:33]4)=[O:26])=[CH:23][C:22]=3[O:37][CH3:38])[N:3]=[CH:4][C:5]=2[N:11]([CH3:12])[C:10]1=[O:13], predict the reactants needed to synthesize it. The reactants are: Cl[C:2]1[N:3]=[CH:4][C:5]2[N:11]([CH3:12])[C:10](=[O:13])[C:9]([F:15])([F:14])[CH2:8][N:7]([CH:16]([CH3:18])[CH3:17])[C:6]=2[N:19]=1.[NH2:20][C:21]1[CH:36]=[CH:35][C:24]([C:25]([NH:27][CH:28]2[CH2:33][CH2:32][N:31]([CH3:34])[CH2:30][CH2:29]2)=[O:26])=[CH:23][C:22]=1[O:37][CH3:38].O.C1(C)C=CC(S(O)(=O)=O)=CC=1.C(=O)([O-])[O-].[Na+].[Na+]. (6) Given the product [C:8]([NH:2][C:1](=[O:7])[O:3][CH:4]([CH3:6])[CH3:5])(=[O:12])/[CH:9]=[CH:10]/[CH3:11], predict the reactants needed to synthesize it. The reactants are: [C:1](=[O:7])([O:3][CH:4]([CH3:6])[CH3:5])[NH2:2].[C:8](Cl)(=[O:12])/[CH:9]=[CH:10]/[CH3:11].CC(C)([O-])C.[Li+].Cl. (7) The reactants are: [CH2:1]([O:3][C:4](=[O:29])[C@H:5]([O:26][CH2:27][CH3:28])[CH2:6][C:7]1[CH:12]=[CH:11][C:10]([O:13][C@H:14]([C:16]([O:18]CC2C=CC=CC=2)=[O:17])[CH3:15])=[CH:9][CH:8]=1)[CH3:2]. Given the product [CH2:1]([O:3][C:4](=[O:29])[C@H:5]([O:26][CH2:27][CH3:28])[CH2:6][C:7]1[CH:12]=[CH:11][C:10]([O:13][C@H:14]([C:16]([OH:18])=[O:17])[CH3:15])=[CH:9][CH:8]=1)[CH3:2], predict the reactants needed to synthesize it.